From a dataset of Catalyst prediction with 721,799 reactions and 888 catalyst types from USPTO. Predict which catalyst facilitates the given reaction. (1) Reactant: [F:1][C:2]([F:46])([F:45])[C:3]1[CH:4]=[C:5]([C@H:13]2[O:17][C:16](=[O:18])[N:15]([CH2:19][C:20]3[C:21]([N:30]([CH2:42][CH3:43])[CH:31]4[CH2:36][CH2:35][N:34]([CH2:37][C:38]([O:40]C)=[O:39])[CH2:33][CH2:32]4)=[N:22][CH:23]=[C:24]([C:26]([F:29])([F:28])[F:27])[CH:25]=3)[C@H:14]2[CH3:44])[CH:6]=[C:7]([C:9]([F:12])([F:11])[F:10])[CH:8]=1.[Li+].[OH-].Cl. Product: [F:12][C:9]([F:10])([F:11])[C:7]1[CH:6]=[C:5]([C@H:13]2[O:17][C:16](=[O:18])[N:15]([CH2:19][C:20]3[C:21]([N:30]([CH2:42][CH3:43])[CH:31]4[CH2:36][CH2:35][N:34]([CH2:37][C:38]([OH:40])=[O:39])[CH2:33][CH2:32]4)=[N:22][CH:23]=[C:24]([C:26]([F:29])([F:27])[F:28])[CH:25]=3)[C@H:14]2[CH3:44])[CH:4]=[C:3]([C:2]([F:46])([F:45])[F:1])[CH:8]=1. The catalyst class is: 20. (2) Reactant: C([O:3][C:4]([CH:6]1[CH2:11][CH2:10][N:9]([C:12]([O:14][CH2:15][C:16]2[CH:21]=[CH:20][CH:19]=[CH:18][CH:17]=2)=[O:13])[CH2:8][CH2:7]1)=O)C.[H-].[Al+3].[Li+].[H-].[H-].[H-].[OH-].[Na+]. Product: [CH2:15]([O:14][C:12]([N:9]1[CH2:10][CH2:11][CH:6]([CH2:4][OH:3])[CH2:7][CH2:8]1)=[O:13])[C:16]1[CH:21]=[CH:20][CH:19]=[CH:18][CH:17]=1. The catalyst class is: 7.